This data is from Forward reaction prediction with 1.9M reactions from USPTO patents (1976-2016). The task is: Predict the product of the given reaction. (1) The product is: [CH3:9][O:8][C:5]1[CH:6]=[CH:7][C:2]([C:17]2[CH:16]=[N:15][N:14]([CH2:13][CH2:12][CH:11]([CH3:28])[CH3:10])[CH:18]=2)=[CH:3][CH:4]=1. Given the reactants Br[C:2]1[CH:7]=[CH:6][C:5]([O:8][CH3:9])=[CH:4][CH:3]=1.[CH3:10][CH:11]([CH3:28])[CH2:12][CH2:13][N:14]1[CH:18]=[C:17](B2OC(C)(C)C(C)(C)O2)[CH:16]=[N:15]1.C(=O)([O-])[O-].[K+].[K+].O, predict the reaction product. (2) Given the reactants N1[CH2:5][CH2:4][CH2:3][CH2:2]1.[CH:6]12[CH2:15][CH:10]3[CH2:11][CH:12]([CH2:14][CH:8]([CH2:9]3)[C:7]1=O)[CH2:13]2.[CH:17]1CC=C[CH:18]=1, predict the reaction product. The product is: [C:6]12([C:2]3[C:17](=[CH2:18])[CH:5]=[CH:4][CH:3]=3)[CH2:15][CH:10]3[CH2:11][CH:12]([CH2:14][CH:8]([CH2:9]3)[CH2:7]1)[CH2:13]2.